The task is: Predict the reactants needed to synthesize the given product.. This data is from Full USPTO retrosynthesis dataset with 1.9M reactions from patents (1976-2016). (1) The reactants are: [CH:1]12[O:8][CH:5]([CH2:6][CH2:7]1)[CH2:4][N:3]([C:9]1[N:10]=[C:11]3[NH:19][C@H:18]([C:20]([F:23])([F:22])[F:21])[CH2:17][CH2:16][N:12]3[C:13](=[O:15])[CH:14]=1)[CH2:2]2.C(=O)([O-])[O-].[Cs+].[Cs+].Br[CH2:31][CH2:32][CH2:33][C:34]1[CH:39]=[CH:38][CH:37]=[CH:36][CH:35]=1. Given the product [CH:1]12[O:8][CH:5]([CH2:6][CH2:7]1)[CH2:4][N:3]([C:9]1[N:10]=[C:11]3[N:19]([CH2:31][CH2:32][CH2:33][C:34]4[CH:39]=[CH:38][CH:37]=[CH:36][CH:35]=4)[C@H:18]([C:20]([F:22])([F:21])[F:23])[CH2:17][CH2:16][N:12]3[C:13](=[O:15])[CH:14]=1)[CH2:2]2, predict the reactants needed to synthesize it. (2) The reactants are: [CH2:1]([N:8](CC1C=CC=CC=1)[CH2:9][CH:10]=[C:11]([C:23]1[CH:28]=[CH:27][CH:26]=[C:25]([NH:29][C:30]([O:32][CH3:33])=[O:31])[CH:24]=1)[C:12]1[CH:17]=[CH:16][CH:15]=[C:14]([NH:18][C:19]([O:21][CH3:22])=[O:20])[CH:13]=1)[C:2]1[CH:7]=[CH:6][CH:5]=[CH:4][CH:3]=1.Cl.O1CCOCC1. Given the product [CH2:1]([NH:8][CH2:9][CH2:10][CH:11]([C:23]1[CH:28]=[CH:27][CH:26]=[C:25]([NH:29][C:30]([O:32][CH3:33])=[O:31])[CH:24]=1)[C:12]1[CH:17]=[CH:16][CH:15]=[C:14]([NH:18][C:19]([O:21][CH3:22])=[O:20])[CH:13]=1)[C:2]1[CH:7]=[CH:6][CH:5]=[CH:4][CH:3]=1, predict the reactants needed to synthesize it. (3) Given the product [F:16][C:12]1[CH:13]=[CH:14][CH:15]=[C:7]([CH2:1][CH2:2][CH2:3][CH3:4])[C:8]=1[C:9]([OH:11])=[O:10], predict the reactants needed to synthesize it. The reactants are: [CH2:1]([Li])[CH2:2][CH2:3][CH3:4].F[C:7]1[CH:15]=[CH:14][CH:13]=[C:12]([F:16])[C:8]=1[C:9]([OH:11])=[O:10].O. (4) Given the product [Br:1][C:2]1[CH:3]=[C:4]2[C:5](=[CH:10][CH:11]=1)[C:6](=[O:8])[N:14]([CH2:15][CH2:16][C:17]([OH:19])([CH3:20])[CH3:18])[CH2:12]2, predict the reactants needed to synthesize it. The reactants are: [Br:1][C:2]1[CH:11]=[CH:10][C:5]([C:6]([O:8]C)=O)=[C:4]([CH2:12]Br)[CH:3]=1.[NH2:14][CH2:15][CH2:16][C:17]([CH3:20])([OH:19])[CH3:18].CCN(CC)CC. (5) Given the product [CH2:1]([O:3][C:4](=[O:18])[C:5]1[CH:10]=[C:9]([O:11][CH2:12][CH3:13])[C:8]([Cl:19])=[C:7]([O:15][CH2:16][CH3:17])[CH:6]=1)[CH3:2], predict the reactants needed to synthesize it. The reactants are: [CH2:1]([O:3][C:4](=[O:18])[C:5]1[CH:10]=[C:9]([O:11][CH2:12][CH3:13])[C:8](N)=[C:7]([O:15][CH2:16][CH3:17])[CH:6]=1)[CH3:2].[ClH:19].N([O-])=O.[Na+].[Cl-].[OH-].[Na+]. (6) Given the product [Cl:1][C:2]1[CH:3]=[C:4]([C:5]([N:33]2[CH2:34][CH2:35][N:30]([CH2:29][CH2:28][OH:27])[CH2:31][CH2:32]2)=[O:6])[CH:8]=[CH:9][C:10]=1[C:11]([NH:12][C:13]1[CH:18]=[CH:17][C:16]([Cl:19])=[C:15]([C:20]2[CH:25]=[CH:24][CH:23]=[CH:22][N:21]=2)[CH:14]=1)=[O:26], predict the reactants needed to synthesize it. The reactants are: [Cl:1][C:2]1[CH:3]=[C:4]([CH:8]=[CH:9][C:10]=1[C:11](=[O:26])[NH:12][C:13]1[CH:18]=[CH:17][C:16]([Cl:19])=[C:15]([C:20]2[CH:25]=[CH:24][CH:23]=[CH:22][N:21]=2)[CH:14]=1)[C:5](O)=[O:6].[OH:27][CH2:28][CH2:29][N:30]1[CH2:35][CH2:34][NH:33][CH2:32][CH2:31]1.